Dataset: Forward reaction prediction with 1.9M reactions from USPTO patents (1976-2016). Task: Predict the product of the given reaction. (1) Given the reactants [C:1]([C:4]1[S:8][C:7]([C:9]([O:11][CH3:12])=[O:10])=[CH:6][CH:5]=1)(=[O:3])[CH3:2].[Br:13]Br, predict the reaction product. The product is: [Br:13][CH2:2][C:1]([C:4]1[S:8][C:7]([C:9]([O:11][CH3:12])=[O:10])=[CH:6][CH:5]=1)=[O:3]. (2) Given the reactants [C:1]([C:7]([O:9][CH3:10])=[O:8])#[C:2][C:3]([O:5][CH3:6])=[O:4].[Si]([CH:15]=[N+:16]=[N-:17])(C)(C)C.Cl, predict the reaction product. The product is: [NH:16]1[CH:15]=[C:2]([C:3]([O:5][CH3:6])=[O:4])[C:1]([C:7]([O:9][CH3:10])=[O:8])=[N:17]1.